From a dataset of Forward reaction prediction with 1.9M reactions from USPTO patents (1976-2016). Predict the product of the given reaction. (1) The product is: [F:1][C:2]1[C:3]([C:19]2[CH:24]=[C:23]([F:25])[CH:22]=[CH:21][C:20]=2[O:26][CH3:27])=[C:4]2[CH:10]=[C:9]([C:11]3[CH2:12][CH:13]4[CH2:17][N:16]([S:36]([CH3:35])(=[O:38])=[O:37])[CH2:15][CH:14]4[CH:18]=3)[NH:8][C:5]2=[N:6][CH:7]=1. Given the reactants [F:1][C:2]1[C:3]([C:19]2[CH:24]=[C:23]([F:25])[CH:22]=[CH:21][C:20]=2[O:26][CH3:27])=[C:4]2[CH:10]=[C:9]([C:11]3[CH2:12][CH:13]4[CH2:17][NH:16][CH2:15][CH:14]4[CH:18]=3)[NH:8][C:5]2=[N:6][CH:7]=1.C(N(CC)CC)C.[CH3:35][S:36](Cl)(=[O:38])=[O:37].O, predict the reaction product. (2) The product is: [CH2:1]([O:8][C:9]1[CH:18]=[C:17]([CH:16]=[C:11]([C:12]([O:14][CH3:15])=[O:13])[CH:10]=1)[O:19][C:20]1[CH:25]=[CH:24][C:23]([C:26]([OH:30])=[O:27])=[CH:22][CH:21]=1)[C:2]1[CH:7]=[CH:6][CH:5]=[CH:4][CH:3]=1. Given the reactants [CH2:1]([O:8][C:9]1[CH:10]=[C:11]([CH:16]=[C:17]([O:19][C:20]2[CH:25]=[CH:24][C:23]([CH:26]=[O:27])=[CH:22][CH:21]=2)[CH:18]=1)[C:12]([O:14][CH3:15])=[O:13])[C:2]1[CH:7]=[CH:6][CH:5]=[CH:4][CH:3]=1.CC(C)=[O:30], predict the reaction product. (3) Given the reactants [C:1]([NH2:9])(=[O:8])[C:2]1[CH:7]=[CH:6][CH:5]=[CH:4][CH:3]=1.C(Cl)(=O)[C:11](Cl)=[O:12].[C:16]1([C:22]2([C:32]3[CH:37]=[CH:36][CH:35]=[CH:34][CH:33]=3)[CH:26]3[CH2:27][NH:28][CH2:29][CH2:30][N:25]3[C:24](=[O:31])[O:23]2)[CH:21]=[CH:20][CH:19]=[CH:18][CH:17]=1, predict the reaction product. The product is: [C:1]([NH:9][C:11]([N:28]1[CH2:29][CH2:30][N:25]2[C:24](=[O:31])[O:23][C:22]([C:16]3[CH:21]=[CH:20][CH:19]=[CH:18][CH:17]=3)([C:32]3[CH:33]=[CH:34][CH:35]=[CH:36][CH:37]=3)[CH:26]2[CH2:27]1)=[O:12])(=[O:8])[C:2]1[CH:7]=[CH:6][CH:5]=[CH:4][CH:3]=1. (4) Given the reactants [F:1][C:2]([F:20])([F:19])[C:3]1[CH:8]=[CH:7][CH:6]=[CH:5][C:4]=1[C:9]1[CH:10]=[C:11]([CH:16]=[CH:17][N:18]=1)[C:12](OC)=[O:13].[H-].[Al+3].[Li+].[H-].[H-].[H-].C(C(C(C([O-])=O)O)O)([O-])=O.[K+].[Na+], predict the reaction product. The product is: [F:19][C:2]([F:1])([F:20])[C:3]1[CH:8]=[CH:7][CH:6]=[CH:5][C:4]=1[C:9]1[CH:10]=[C:11]([CH2:12][OH:13])[CH:16]=[CH:17][N:18]=1. (5) The product is: [OH:32][C:28]1[CH:27]=[C:26]([C:15]2[N:16]=[C:17]([N:20]3[CH2:21][CH2:22][O:23][CH2:24][CH2:25]3)[C:18]3[S:19][C:11]([CH2:10][N:7]4[CH2:6][CH2:5][CH:4]([NH:3][C:40](=[O:42])[CH3:41])[CH2:9][CH2:8]4)=[CH:12][C:13]=3[N:14]=2)[CH:31]=[CH:30][CH:29]=1. Given the reactants Cl.Cl.[NH2:3][CH:4]1[CH2:9][CH2:8][N:7]([CH2:10][C:11]2[S:19][C:18]3[C:17]([N:20]4[CH2:25][CH2:24][O:23][CH2:22][CH2:21]4)=[N:16][C:15]([C:26]4[CH:27]=[C:28]([OH:32])[CH:29]=[CH:30][CH:31]=4)=[N:14][C:13]=3[CH:12]=2)[CH2:6][CH2:5]1.C(N(CC)CC)C.[C:40](Cl)(=[O:42])[CH3:41], predict the reaction product. (6) The product is: [C:1]1([C@H:13]2[CH2:14][CH2:15][C@H:16]([C:19]([OH:22])=[O:20])[CH2:17][CH2:18]2)[N:2]=[N:3][N:4]2[C:9]=1[C:8]1[CH:10]=[CH:11][NH:12][C:7]=1[N:6]=[CH:5]2. Given the reactants [C:1]1([C@H:13]2[CH2:18][CH2:17][C@H:16]([CH:19]=[O:20])[CH2:15][CH2:14]2)[N:2]=[N:3][N:4]2[C:9]=1[C:8]1[CH:10]=[CH:11][NH:12][C:7]=1[N:6]=[CH:5]2.P([O-])(O)(O)=[O:22].[Na+].CC(=CC)C.Cl([O-])=O.[Na+].S([O-])([O-])(=O)=S.[Na+].[Na+], predict the reaction product. (7) Given the reactants Br[C:2]1[CH:7]=[CH:6][C:5]([N+:8]([O-:10])=[O:9])=[CH:4][C:3]=1[C:11](=[O:13])[CH3:12].[Cl:14][C:15]1[CH:20]=[CH:19][C:18](B(O)O)=[CH:17][CH:16]=1.CO.C(=O)(O)[O-].[Na+], predict the reaction product. The product is: [Cl:14][C:15]1[CH:20]=[CH:19][C:18]([C:2]2[C:3]([C:11](=[O:13])[CH3:12])=[CH:4][C:5]([N+:8]([O-:10])=[O:9])=[CH:6][CH:7]=2)=[CH:17][CH:16]=1.